From a dataset of Full USPTO retrosynthesis dataset with 1.9M reactions from patents (1976-2016). Predict the reactants needed to synthesize the given product. (1) Given the product [O:1]1[C:10]2[C:5](=[CH:6][CH:7]=[CH:8][CH:9]=2)[CH2:4][CH2:3][CH2:2]1, predict the reactants needed to synthesize it. The reactants are: [O:1]1[C:10]2[C:5](=[CH:6][CH:7]=[CH:8][CH:9]=2)[C:4](=O)[CH2:3][CH2:2]1. (2) Given the product [BrH:22].[CH3:1][C:2]1[CH:7]=[C:6]([N+:8]([O-:10])=[O:9])[CH:5]=[CH:4][C:3]=1[N:11]=[C:12]1[N:16]([CH2:21][C:20]([CH3:23])=[CH2:19])[C:15]([CH3:18])([CH3:17])[CH2:14][S:13]1, predict the reactants needed to synthesize it. The reactants are: [CH3:1][C:2]1[CH:7]=[C:6]([N+:8]([O-:10])=[O:9])[CH:5]=[CH:4][C:3]=1[N:11]=[C:12]1[NH:16][C:15]([CH3:18])([CH3:17])[CH2:14][S:13]1.[CH3:19][C:20](=[CH2:23])[CH2:21][Br:22]. (3) Given the product [CH2:18]([S:20][C:2]1[C:7]([C:8]([O:10][CH2:11][CH3:12])=[O:9])=[CH:6][N:5]=[CH:4][N:3]=1)[CH2:17][CH3:16], predict the reactants needed to synthesize it. The reactants are: O=[C:2]1[C:7]([C:8]([O:10][CH2:11][CH3:12])=[O:9])=[CH:6][N:5]=[CH:4][NH:3]1.CC1N=[C:18]([S:20]CCC)[C:17](C(OC)=O)=[CH:16]N=1. (4) Given the product [C:5]12([C:3](=[O:4])[CH2:2][S:21][C:16]3[CH:17]=[CH:18][CH:19]=[CH:20][N:15]=3)[CH2:14][CH:9]3[CH2:10][CH:11]([CH2:13][CH:7]([CH2:8]3)[CH2:6]1)[CH2:12]2, predict the reactants needed to synthesize it. The reactants are: Br[CH2:2][C:3]([C:5]12[CH2:14][CH:9]3[CH2:10][CH:11]([CH2:13][CH:7]([CH2:8]3)[CH2:6]1)[CH2:12]2)=[O:4].[N:15]1[CH:20]=[CH:19][CH:18]=[CH:17][C:16]=1[SH:21].C(N(CC)CC)C. (5) Given the product [CH2:1]([C:8]1[S:9][C:10]2[N:11]=[CH:12][N:13]=[C:14]([NH:29][C:21]3[CH:22]=[C:23]4[C:27](=[CH:28][C:20]=3[O:19][CH3:18])[NH:26][N:25]=[CH:24]4)[C:15]=2[N:16]=1)[C:2]1[CH:7]=[CH:6][CH:5]=[CH:4][CH:3]=1, predict the reactants needed to synthesize it. The reactants are: [CH2:1]([C:8]1[S:9][C:10]2[N:11]=[CH:12][N:13]=[C:14](Cl)[C:15]=2[N:16]=1)[C:2]1[CH:7]=[CH:6][CH:5]=[CH:4][CH:3]=1.[CH3:18][O:19][C:20]1[CH:28]=[C:27]2[C:23]([CH:24]=[N:25][NH:26]2)=[CH:22][C:21]=1[NH2:29].